Dataset: Reaction yield outcomes from USPTO patents with 853,638 reactions. Task: Predict the reaction yield, written as a fraction of the theoretical maximum amount of product (1.0 means a 100% yield; for example, 0.34 means a 34% yield). (1) The reactants are [CH3:1][S:2](Cl)(=[O:4])=[O:3].[Cl:6][C:7]1[CH:8]=[C:9]([CH:23]=[CH:24][C:25]=1[Cl:26])[O:10][CH2:11][C:12]1[C:21]([CH3:22])=[CH:20][C:15]2[C:16]([NH2:19])=[N:17][O:18][C:14]=2[CH:13]=1.C(N(CC)CC)C. The catalyst is C(Cl)Cl. The product is [Cl:6][C:7]1[CH:8]=[C:9]([CH:23]=[CH:24][C:25]=1[Cl:26])[O:10][CH2:11][C:12]1[C:21]([CH3:22])=[CH:20][C:15]2[C:16]([NH:19][S:2]([CH3:1])(=[O:4])=[O:3])=[N:17][O:18][C:14]=2[CH:13]=1. The yield is 0.390. (2) The yield is 0.850. The catalyst is C(#N)C. The product is [F:24][C:21]1[CH:22]=[C:23]2[C:18](=[CH:19][CH:20]=1)[NH:17][CH:16]=[C:15]2[CH2:14][CH2:13][CH2:12][N:36]1[CH2:37][CH2:38][N:33]([C:28]2[S:29][C:30]([C:31]#[N:32])=[C:26]([CH3:25])[N:27]=2)[CH2:34][CH2:35]1. The reactants are CC1C=CC(S(O[CH2:12][CH2:13][CH2:14][C:15]2[C:23]3[C:18](=[CH:19][CH:20]=[C:21]([F:24])[CH:22]=3)[NH:17][CH:16]=2)(=O)=O)=CC=1.[CH3:25][C:26]1[N:27]=[C:28]([N:33]2[CH2:38][CH2:37][NH:36][CH2:35][CH2:34]2)[S:29][C:30]=1[C:31]#[N:32].C(=O)([O-])[O-].[K+].[K+].[I-].[K+]. (3) The reactants are [F:1][C:2]([F:44])([F:43])[C:3]1[CH:4]=[C:5]([CH:36]=[C:37]([C:39]([F:42])([F:41])[F:40])[CH:38]=1)[CH2:6][N:7]([CH2:15][C:16]1[C:17]([N:27]([CH2:32][CH:33]2[CH2:35][CH2:34]2)[CH2:28][CH:29]2[CH2:31][CH2:30]2)=[N:18][C:19]2[C:24]([CH:25]=1)=[CH:23][CH:22]=[CH:21][C:20]=2[CH3:26])[C:8]1[N:13]=[CH:12][C:11](Br)=[CH:10][N:9]=1.CC(C)([O-])C.[Na+].[NH:51]1[CH2:56][CH2:55][O:54][CH2:53][CH2:52]1. The catalyst is C1(C)C=CC=CC=1.C1C=CC(/C=C/C(/C=C/C2C=CC=CC=2)=O)=CC=1.C1C=CC(/C=C/C(/C=C/C2C=CC=CC=2)=O)=CC=1.C1C=CC(/C=C/C(/C=C/C2C=CC=CC=2)=O)=CC=1.[Pd].[Pd]. The product is [F:1][C:2]([F:44])([F:43])[C:3]1[CH:4]=[C:5]([CH:36]=[C:37]([C:39]([F:42])([F:41])[F:40])[CH:38]=1)[CH2:6][N:7]([CH2:15][C:16]1[C:17]([N:27]([CH2:32][CH:33]2[CH2:35][CH2:34]2)[CH2:28][CH:29]2[CH2:31][CH2:30]2)=[N:18][C:19]2[C:24]([CH:25]=1)=[CH:23][CH:22]=[CH:21][C:20]=2[CH3:26])[C:8]1[N:13]=[CH:12][C:11]([N:51]2[CH2:56][CH2:55][O:54][CH2:53][CH2:52]2)=[CH:10][N:9]=1. The yield is 0.350. (4) The product is [F:19][C:20]1[CH:21]=[N:22][CH:23]=[C:24]([F:39])[C:25]=1[C:2]1[C:7]([C:8]2[CH:13]=[CH:12][CH:11]=[CH:10][C:9]=2[F:14])=[N:6][C:5]([NH2:15])=[C:4]([N+:16]([O-:18])=[O:17])[CH:3]=1. The yield is 0.530. The catalyst is O1CCOCC1.C1(P([Pd-](Cl)P(C2C=CC=CC=2)(C2C=CC=CC=2)C2C=CC=CC=2)(C2C=CC=CC=2)C2C=CC=CC=2)C=CC=CC=1.[Cu]I. The reactants are Br[C:2]1[CH:3]=[C:4]([N+:16]([O-:18])=[O:17])[C:5]([NH2:15])=[N:6][C:7]=1[C:8]1[CH:13]=[CH:12][CH:11]=[CH:10][C:9]=1[F:14].[F:19][C:20]1[CH:21]=[N:22][CH:23]=[C:24]([F:39])[C:25]=1[Sn](CCCC)(CCCC)CCCC. (5) The reactants are C(NC(C)C)(C)C.[Li]CCCC.[Cl:13][C:14]1[CH:19]=[CH:18][C:17]([CH:20]([O:23][Si](C)(C)C)C#N)=[C:16]([F:28])[CH:15]=1.[C:29]([N:32]1[CH2:37][CH2:36][C:35](=[O:38])[CH2:34][CH2:33]1)(=[O:31])[CH3:30]. The catalyst is C1COCC1. The product is [Cl:13][C:14]1[CH:19]=[CH:18][C:17]([C:20]([C:35]2([OH:38])[CH2:36][CH2:37][N:32]([C:29](=[O:31])[CH3:30])[CH2:33][CH2:34]2)=[O:23])=[C:16]([F:28])[CH:15]=1. The yield is 0.420. (6) The reactants are Br[C:2]1[CH:3]=[N:4][N:5]([C:9]2[CH:24]=[CH:23][C:12]([C:13]([NH:15][CH2:16][CH:17]3[CH2:22][CH2:21][O:20][CH2:19][CH2:18]3)=[O:14])=[CH:11][N:10]=2)[C:6]=1[O:7][CH3:8].[CH3:25][C:26]1[CH:31]=[C:30](B(O)O)[CH:29]=[CH:28][N:27]=1.C(=O)(O)[O-].[Na+]. The catalyst is O1CCOCC1.O.C1C=CC(P(C2C=CC=CC=2)[C-]2C=CC=C2)=CC=1.C1C=CC(P(C2C=CC=CC=2)[C-]2C=CC=C2)=CC=1.Cl[Pd]Cl.[Fe+2].C(Cl)Cl. The product is [CH3:8][O:7][C:6]1[N:5]([C:9]2[CH:24]=[CH:23][C:12]([C:13]([NH:15][CH2:16][CH:17]3[CH2:22][CH2:21][O:20][CH2:19][CH2:18]3)=[O:14])=[CH:11][N:10]=2)[N:4]=[CH:3][C:2]=1[C:30]1[CH:29]=[CH:28][N:27]=[C:26]([CH3:25])[CH:31]=1. The yield is 1.00. (7) The reactants are [CH3:1][O:2][C:3](=[O:22])[C:4]1[CH:9]=[CH:8][C:7]([CH2:10][CH:11]([C:19]([OH:21])=O)[C:12]2[CH:17]=[CH:16][C:15]([OH:18])=[CH:14][CH:13]=2)=[CH:6][CH:5]=1.C(Cl)(=O)C(Cl)=O.[I:29][C:30]1[CH:36]=[CH:35][C:33]([NH2:34])=[CH:32][CH:31]=1. The catalyst is C(Cl)Cl. The product is [CH3:1][O:2][C:3](=[O:22])[C:4]1[CH:5]=[CH:6][C:7]([CH2:10][CH:11]([C:12]2[CH:13]=[CH:14][C:15]([OH:18])=[CH:16][CH:17]=2)[C:19](=[O:21])[NH:34][C:33]2[CH:35]=[CH:36][C:30]([I:29])=[CH:31][CH:32]=2)=[CH:8][CH:9]=1. The yield is 0.640.